Dataset: Catalyst prediction with 721,799 reactions and 888 catalyst types from USPTO. Task: Predict which catalyst facilitates the given reaction. (1) Reactant: [Br:1][C:2]1[CH:7]=[CH:6][C:5]([N+:8]([O-:10])=[O:9])=[C:4]([CH3:11])[CH:3]=1.[Cl:12][C:13]1[CH:20]=[CH:19][CH:18]=[C:17]([F:21])[C:14]=1[CH:15]=[O:16].C1CCN2C(=NCCC2)CC1. Product: [Br:1][C:2]1[CH:7]=[CH:6][C:5]([N+:8]([O-:10])=[O:9])=[C:4]([CH2:11][CH:15]([C:14]2[C:17]([F:21])=[CH:18][CH:19]=[CH:20][C:13]=2[Cl:12])[OH:16])[CH:3]=1. The catalyst class is: 16. (2) Reactant: [NH:1]1[CH2:5][CH2:4][CH2:3][CH2:2]1.Br[CH2:7][CH2:8][CH2:9][CH2:10][CH2:11][CH2:12][CH2:13][CH2:14][CH2:15][CH2:16][CH2:17][CH3:18].C(=O)([O-])[O-].[K+].[K+]. Product: [CH2:18]([N:1]1[CH2:5][CH2:4][CH2:3][CH2:2]1)[CH2:17][CH2:16][CH2:15][CH2:14][CH2:13][CH2:12][CH2:11][CH2:10][CH2:9][CH2:8][CH3:7]. The catalyst class is: 21. (3) Reactant: C(NC(C)C)(C)C.C([Li])CCC.[C:13]([C@:16]([NH:47][C:48]([N:50]([CH3:52])[CH3:51])=[O:49])([C@@H:37]([O:39][Si:40]([C:43]([CH3:46])([CH3:45])[CH3:44])([CH3:42])[CH3:41])[CH3:38])[C@H:17]([NH:26][C:27](=[O:36])[O:28][CH2:29][C:30]1[CH:35]=[CH:34][CH:33]=[CH:32][CH:31]=1)/[CH:18]=[CH:19]/[C:20]1[CH:25]=[CH:24][CH:23]=[CH:22][CH:21]=1)(=[O:15])[CH3:14].[CH2:53]=[O:54]. Product: [Si:40]([O:39][C@H:37]([C@@:16]([NH:47][C:48]([N:50]([CH3:52])[CH3:51])=[O:49])([C:13](=[O:15])[CH2:14][CH2:53][OH:54])[C@H:17]([NH:26][C:27](=[O:36])[O:28][CH2:29][C:30]1[CH:35]=[CH:34][CH:33]=[CH:32][CH:31]=1)/[CH:18]=[CH:19]/[C:20]1[CH:21]=[CH:22][CH:23]=[CH:24][CH:25]=1)[CH3:38])([C:43]([CH3:44])([CH3:45])[CH3:46])([CH3:41])[CH3:42]. The catalyst class is: 1. (4) Reactant: Br[C:2]1[CH:3]=[C:4]2[C:10]([C:11]3[N:12]([CH2:16][CH3:17])[N:13]=[CH:14][CH:15]=3)=[CH:9][N:8]([CH2:18][O:19][C:20](=[O:25])[C:21]([CH3:24])([CH3:23])[CH3:22])[C:5]2=[N:6][CH:7]=1.[NH2:26][C:27]1[CH:37]=[CH:36][C:35](B2OC(C)(C)C(C)(C)O2)=[CH:34][C:28]=1[C:29]([N:31]([CH3:33])[CH3:32])=[O:30].ClCCl.C(=O)([O-])[O-].[Na+].[Na+]. Product: [NH2:26][C:27]1[CH:37]=[CH:36][C:35]([C:2]2[CH:3]=[C:4]3[C:10]([C:11]4[N:12]([CH2:16][CH3:17])[N:13]=[CH:14][CH:15]=4)=[CH:9][N:8]([CH2:18][O:19][C:20](=[O:25])[C:21]([CH3:24])([CH3:23])[CH3:22])[C:5]3=[N:6][CH:7]=2)=[CH:34][C:28]=1[C:29](=[O:30])[N:31]([CH3:32])[CH3:33]. The catalyst class is: 841. (5) Reactant: [O:1]=[C:2]([C:6]1[C:11]2[N:12]=[C:13]([C:15]3[CH:16]=[N:17][CH:18]=[CH:19][CH:20]=3)[O:14][C:10]=2[CH:9]=[CH:8][CH:7]=1)C(O)=O.C1C=CC2N(O)N=[N:27]C=2C=1.[NH4+].[Cl-].CCN(C(C)C)C(C)C.CCN=C=NCCCN(C)C.Cl. Product: [N:17]1[CH:18]=[CH:19][CH:20]=[C:15]([C:13]2[O:14][C:10]3[C:11](=[C:6]([C:2]([NH2:27])=[O:1])[CH:7]=[CH:8][CH:9]=3)[N:12]=2)[CH:16]=1. The catalyst class is: 18. (6) The catalyst class is: 2. Reactant: C(O)(C(F)(F)F)=O.C(OC(=O)[NH:14][C@@H:15]([CH2:18][C:19]1[CH:24]=[CH:23][C:22]([N+:25]([O-:27])=[O:26])=[CH:21][CH:20]=1)[CH2:16][OH:17])(C)(C)C. Product: [NH2:14][C@@H:15]([CH2:18][C:19]1[CH:24]=[CH:23][C:22]([N+:25]([O-:27])=[O:26])=[CH:21][CH:20]=1)[CH2:16][OH:17]. (7) Reactant: F[C:2]1[C:7]([F:8])=[CH:6][C:5]([N+:9]([O-:11])=[O:10])=[CH:4][C:3]=1[CH2:12][C:13]([OH:15])=O.[CH:16]([NH2:19])([CH3:18])[CH3:17].Cl. Product: [F:8][C:7]1[CH:6]=[C:5]([N+:9]([O-:11])=[O:10])[CH:4]=[C:3]2[C:2]=1[N:19]([CH:16]([CH3:18])[CH3:17])[C:13](=[O:15])[CH2:12]2. The catalyst class is: 16. (8) Reactant: [NH2:1][C:2]1[CH:3]=[C:4]([CH2:8][S:9]([NH2:12])(=[O:11])=[O:10])[CH:5]=[CH:6][CH:7]=1.Cl[C:14]1[CH:19]=[C:18]([C:20]2[CH:25]=[CH:24][CH:23]=[CH:22][C:21]=2[O:26][CH3:27])[N:17]=[C:16]([NH2:28])[N:15]=1. Product: [NH2:28][C:16]1[N:15]=[C:14]([NH:1][C:2]2[CH:3]=[C:4]([CH2:8][S:9]([NH2:12])(=[O:10])=[O:11])[CH:5]=[CH:6][CH:7]=2)[CH:19]=[C:18]([C:20]2[CH:25]=[CH:24][CH:23]=[CH:22][C:21]=2[O:26][CH3:27])[N:17]=1. The catalyst class is: 3. (9) Reactant: I([O-])(=O)(=O)=O.[Na+].Cl.[Cl:8][C:9]1[CH:10]=[C:11]([N:26]([C:31]2[C:50]([CH:51]3[CH2:53][CH2:52]3)=[CH:49][C:34]3[C:35]([C:45]([NH:47][CH3:48])=[O:46])=[C:36]([C:38]4[CH:43]=[CH:42][C:41]([F:44])=[CH:40][CH:39]=4)[O:37][C:33]=3[CH:32]=2)[S:27]([CH3:30])(=[O:29])=[O:28])[CH:12]=[CH:13][C:14]=1[CH2:15][CH2:16][B:17]1[O:21]C(C)(C)C(C)(C)[O:18]1. Product: [Cl:8][C:9]1[CH:10]=[C:11]([N:26]([C:31]2[C:50]([CH:51]3[CH2:53][CH2:52]3)=[CH:49][C:34]3[C:35]([C:45](=[O:46])[NH:47][CH3:48])=[C:36]([C:38]4[CH:43]=[CH:42][C:41]([F:44])=[CH:40][CH:39]=4)[O:37][C:33]=3[CH:32]=2)[S:27]([CH3:30])(=[O:28])=[O:29])[CH:12]=[CH:13][C:14]=1[CH2:15][CH2:16][B:17]([OH:18])[OH:21]. The catalyst class is: 56. (10) Reactant: [C:1]([O:5][C:6]([N:8]([C:16]1[C:21]([C:22]2[O:23][C:24]([C:27]3[CH:32]=[CH:31][CH:30]=[CH:29][CH:28]=3)=[N:25][N:26]=2)=[N:20][C:19](Br)=[CH:18][N:17]=1)[C:9](=[O:15])[O:10][C:11]([CH3:14])([CH3:13])[CH3:12])=[O:7])([CH3:4])([CH3:3])[CH3:2].[CH3:34][S:35]([CH2:38][CH2:39][N:40]1[CH2:45][CH2:44][NH:43][CH2:42][CH2:41]1)(=[O:37])=[O:36]. Product: [O:5]([C:6]([N:8]([C:16]1[C:21]([C:22]2[O:23][C:24]([C:27]3[CH:32]=[CH:31][CH:30]=[CH:29][CH:28]=3)=[N:25][N:26]=2)=[N:20][C:19]([N:43]2[CH2:42][CH2:41][N:40]([CH2:39][CH2:38][S:35]([CH3:34])(=[O:36])=[O:37])[CH2:45][CH2:44]2)=[CH:18][N:17]=1)[C:9](=[O:15])[O:10][C:11]([CH3:14])([CH3:13])[CH3:12])=[O:7])[C:1]([CH3:4])([CH3:3])[CH3:2]. The catalyst class is: 3.